From a dataset of NCI-60 drug combinations with 297,098 pairs across 59 cell lines. Regression. Given two drug SMILES strings and cell line genomic features, predict the synergy score measuring deviation from expected non-interaction effect. (1) Drug 2: CCC1(C2=C(COC1=O)C(=O)N3CC4=CC5=C(C=CC(=C5CN(C)C)O)N=C4C3=C2)O.Cl. Synergy scores: CSS=69.7, Synergy_ZIP=2.21, Synergy_Bliss=3.29, Synergy_Loewe=-4.13, Synergy_HSA=4.37. Cell line: HOP-62. Drug 1: CC1=C2C(C(=O)C3(C(CC4C(C3C(C(C2(C)C)(CC1OC(=O)C(C(C5=CC=CC=C5)NC(=O)C6=CC=CC=C6)O)O)OC(=O)C7=CC=CC=C7)(CO4)OC(=O)C)O)C)OC(=O)C. (2) Drug 1: CC12CCC3C(C1CCC2O)C(CC4=C3C=CC(=C4)O)CCCCCCCCCS(=O)CCCC(C(F)(F)F)(F)F. Drug 2: CC1C(C(CC(O1)OC2CC(CC3=C2C(=C4C(=C3O)C(=O)C5=CC=CC=C5C4=O)O)(C(=O)C)O)N)O. Cell line: LOX IMVI. Synergy scores: CSS=42.3, Synergy_ZIP=0.515, Synergy_Bliss=1.00, Synergy_Loewe=-11.8, Synergy_HSA=1.27. (3) Drug 1: C1=CC(=C2C(=C1NCCNCCO)C(=O)C3=C(C=CC(=C3C2=O)O)O)NCCNCCO. Drug 2: C1CC(=O)NC(=O)C1N2C(=O)C3=CC=CC=C3C2=O. Cell line: OVCAR-4. Synergy scores: CSS=24.4, Synergy_ZIP=1.73, Synergy_Bliss=1.31, Synergy_Loewe=-42.4, Synergy_HSA=0.258. (4) Drug 1: CC=C1C(=O)NC(C(=O)OC2CC(=O)NC(C(=O)NC(CSSCCC=C2)C(=O)N1)C(C)C)C(C)C. Drug 2: CN(C(=O)NC(C=O)C(C(C(CO)O)O)O)N=O. Cell line: CAKI-1. Synergy scores: CSS=41.3, Synergy_ZIP=1.53, Synergy_Bliss=-0.0935, Synergy_Loewe=-4.89, Synergy_HSA=-4.78. (5) Drug 1: C(CC(=O)O)C(=O)CN.Cl. Drug 2: C(CCl)NC(=O)N(CCCl)N=O. Cell line: U251. Synergy scores: CSS=6.86, Synergy_ZIP=0.656, Synergy_Bliss=11.4, Synergy_Loewe=-4.50, Synergy_HSA=3.36. (6) Drug 1: CCC(=C(C1=CC=CC=C1)C2=CC=C(C=C2)OCCN(C)C)C3=CC=CC=C3.C(C(=O)O)C(CC(=O)O)(C(=O)O)O. Drug 2: C1=NC(=NC(=O)N1C2C(C(C(O2)CO)O)O)N. Cell line: PC-3. Synergy scores: CSS=4.58, Synergy_ZIP=-0.244, Synergy_Bliss=4.88, Synergy_Loewe=-5.07, Synergy_HSA=-0.440. (7) Drug 1: CN(C)C1=NC(=NC(=N1)N(C)C)N(C)C. Drug 2: C1=CN(C=N1)CC(O)(P(=O)(O)O)P(=O)(O)O. Cell line: TK-10. Synergy scores: CSS=-3.25, Synergy_ZIP=-0.228, Synergy_Bliss=-3.13, Synergy_Loewe=-53.1, Synergy_HSA=-7.49.